From a dataset of Full USPTO retrosynthesis dataset with 1.9M reactions from patents (1976-2016). Predict the reactants needed to synthesize the given product. (1) Given the product [Cl:21][C:22]1[N:23]=[C:24]([C:29]([NH:1][C@H:2]2[CH2:7][CH2:6][N:5]([C:8]3[CH:9]=[CH:10][C:11]([CH3:18])=[C:12]([CH:17]=3)[C:13]([O:15][CH3:16])=[O:14])[CH2:4][C@H:3]2[O:19][CH3:20])=[O:30])[NH:25][C:26]=1[CH2:27][CH3:28], predict the reactants needed to synthesize it. The reactants are: [NH2:1][C@H:2]1[CH2:7][CH2:6][N:5]([C:8]2[CH:9]=[CH:10][C:11]([CH3:18])=[C:12]([CH:17]=2)[C:13]([O:15][CH3:16])=[O:14])[CH2:4][C@H:3]1[O:19][CH3:20].[Cl:21][C:22]1[N:23]=[C:24]([C:29](O)=[O:30])[NH:25][C:26]=1[CH2:27][CH3:28].CCN=C=NCCCN(C)C.Cl.C1C=CC2N(O)N=NC=2C=1. (2) Given the product [CH3:9][N:6]1[C:7](=[O:8])[C:2]2[NH:1][C:13]([C:14]([F:17])([F:16])[F:15])=[N:12][C:3]=2[N:4]([CH3:11])[C:5]1=[O:10], predict the reactants needed to synthesize it. The reactants are: [NH2:1][C:2]1[C:7](=[O:8])[N:6]([CH3:9])[C:5](=[O:10])[N:4]([CH3:11])[C:3]=1[NH:12][C:13](=O)[C:14]([F:17])([F:16])[F:15].O=P12OP3(OP(OP(O3)(O1)=O)(=O)O2)=O. (3) Given the product [NH2:17][CH:18]([C:23]1[CH:28]=[CH:27][C:26]([O:29][CH2:30][CH3:31])=[C:25]([O:32][CH3:33])[CH:24]=1)[CH2:19][C:20]([O:22][CH3:2])=[O:21], predict the reactants needed to synthesize it. The reactants are: N[CH:2](C1C=CC(OC)=C(OC)C=1)CC(O)=O.[NH2:17][CH:18]([C:23]1[CH:28]=[CH:27][C:26]([O:29][CH2:30][CH3:31])=[C:25]([O:32][CH3:33])[CH:24]=1)[CH2:19][C:20]([OH:22])=[O:21]. (4) The reactants are: C(OC([N:8]1[C:12]2[CH:13]=[CH:14][CH:15]=[CH:16][C:11]=2[N:10]=[C:9]1[CH2:17][NH:18][CH:19]1[C:28]2[N:27]=[CH:26][CH:25]=[CH:24][C:23]=2[CH2:22][CH2:21][CH2:20]1)=O)(C)(C)C.[N:29]1[CH:34]=[CH:33][C:32]([CH:35]=O)=[CH:31][CH:30]=1.C(O[BH-](OC(=O)C)OC(=O)C)(=O)C.[Na+].C(=O)(O)[O-].[Na+]. Given the product [NH:8]1[C:12]2[CH:13]=[CH:14][CH:15]=[CH:16][C:11]=2[N:10]=[C:9]1[CH2:17][N:18]([CH2:35][C:32]1[CH:33]=[CH:34][N:29]=[CH:30][CH:31]=1)[CH:19]1[C:28]2[N:27]=[CH:26][CH:25]=[CH:24][C:23]=2[CH2:22][CH2:21][CH2:20]1, predict the reactants needed to synthesize it. (5) The reactants are: Br[CH2:2][CH2:3][C:4]1[CH:9]=[CH:8][C:7]([Cl:10])=[CH:6][N:5]=1.[S:11]([O-:14])([O-:13])=[O:12].[Na+].[Na+]. Given the product [Cl:10][C:7]1[CH:8]=[CH:9][C:4]([CH2:3][CH2:2][S:11]([OH:14])(=[O:13])=[O:12])=[N:5][CH:6]=1, predict the reactants needed to synthesize it. (6) The reactants are: Cl[C:2]1[N:7]=[CH:6][C:5]([NH:8][CH2:9][C:10]2[CH:15]=[CH:14][C:13]([O:16][CH3:17])=[CH:12][CH:11]=2)=[CH:4][C:3]=1[C:18]([F:21])([F:20])[F:19].[CH3:22][N:23](C=O)C. Given the product [CH3:17][O:16][C:13]1[CH:14]=[CH:15][C:10]([CH2:9][NH:8][C:5]2[CH:4]=[C:3]([C:18]([F:21])([F:20])[F:19])[C:2]([C:22]#[N:23])=[N:7][CH:6]=2)=[CH:11][CH:12]=1, predict the reactants needed to synthesize it. (7) Given the product [CH3:32][O:31][C:26]1[CH:27]=[C:28]2[C:23](=[CH:24][C:25]=1[O:33][CH3:34])[N:22]=[C:21]([C:9]1[CH:10]=[CH:11][C:12]([CH2:15][C:16]([OH:18])=[O:17])=[CH:13][CH:14]=1)[CH:30]=[N:29]2, predict the reactants needed to synthesize it. The reactants are: CC1(C)C(C)(C)OB([C:9]2[CH:14]=[CH:13][C:12]([CH2:15][C:16]([OH:18])=[O:17])=[CH:11][CH:10]=2)O1.Cl[C:21]1[CH:30]=[N:29][C:28]2[C:23](=[CH:24][C:25]([O:33][CH3:34])=[C:26]([O:31][CH3:32])[CH:27]=2)[N:22]=1.C([O-])([O-])=O.[Na+].[Na+]. (8) Given the product [Br:1][C:2]1[CH:7]=[CH:6][C:5]([NH:8][S:9]([C:12]2[CH:17]=[CH:16][CH:15]=[CH:14][CH:13]=2)(=[O:10])=[O:11])=[CH:4][C:3]=1[NH2:18], predict the reactants needed to synthesize it. The reactants are: [Br:1][C:2]1[CH:7]=[CH:6][C:5]([NH:8][S:9]([C:12]2[CH:17]=[CH:16][CH:15]=[CH:14][CH:13]=2)(=[O:11])=[O:10])=[CH:4][C:3]=1[N+:18]([O-])=O.Cl.